Task: Predict the product of the given reaction.. Dataset: Forward reaction prediction with 1.9M reactions from USPTO patents (1976-2016) (1) The product is: [NH:39]1[C:47]2=[N:46][CH:45]=[CH:44][CH:43]=[C:42]2[C:41]([CH:48]=[C:7]2[O:6][C:5]([NH:38][CH:35]3[CH2:37][CH2:36]3)=[C:9]([C:10]([O:12][CH:13]([CH3:14])[CH3:15])=[O:11])[C:8]2=[O:16])=[CH:40]1. Given the reactants C(O[C:5]1[O:6][CH2:7][C:8](=[O:16])[C:9]=1[C:10]([O:12][CH:13]([CH3:15])[CH3:14])=[O:11])(C)C.C(OC(C)C)(=O)CC(OC(C)C)=O.ClCC(Cl)=O.[CH:35]1([NH2:38])[CH2:37][CH2:36]1.[NH:39]1[C:47]2[C:42](=[CH:43][CH:44]=[CH:45][N:46]=2)[C:41]([CH:48]=O)=[CH:40]1.N1CCCCC1, predict the reaction product. (2) Given the reactants [F:1][C:2]1[CH:3]=[C:4]([NH:9][C:10]2[O:14][C:13]([C:15]([NH:17][C:18]3[CH:19]=[CH:20][C:21]([N:24]4[CH2:29][CH2:28][CH:27]([CH2:30][C:31]([O:33]C)=[O:32])[CH2:26][CH2:25]4)=[N:22][CH:23]=3)=[O:16])=[N:12][N:11]=2)[CH:5]=[CH:6][C:7]=1[F:8].[OH-].[Na+], predict the reaction product. The product is: [F:1][C:2]1[CH:3]=[C:4]([NH:9][C:10]2[O:14][C:13]([C:15]([NH:17][C:18]3[CH:19]=[CH:20][C:21]([N:24]4[CH2:25][CH2:26][CH:27]([CH2:30][C:31]([OH:33])=[O:32])[CH2:28][CH2:29]4)=[N:22][CH:23]=3)=[O:16])=[N:12][N:11]=2)[CH:5]=[CH:6][C:7]=1[F:8]. (3) The product is: [C:31]1([CH:13]([C:7]2[CH:12]=[CH:11][CH:10]=[CH:9][CH:8]=2)[N:14]2[CH2:15][CH:16]([N:18]3[CH2:23][CH2:22][NH:21][CH2:20][CH:19]3[CH2:25][CH2:26][OH:27])[CH2:17]2)[CH:32]=[CH:33][CH:34]=[CH:35][CH:36]=1. Given the reactants [H-].[H-].[H-].[H-].[Li+].[Al+3].[C:7]1([CH:13]([C:31]2[CH:36]=[CH:35][CH:34]=[CH:33][CH:32]=2)[N:14]2[CH2:17][CH:16]([N:18]3[CH2:23][CH2:22][NH:21][C:20](=O)[CH:19]3[CH2:25][C:26](OCC)=[O:27])[CH2:15]2)[CH:12]=[CH:11][CH:10]=[CH:9][CH:8]=1.[O-]S([O-])(=O)=O.[Na+].[Na+], predict the reaction product.